Task: Regression/Classification. Given a drug SMILES string, predict its absorption, distribution, metabolism, or excretion properties. Task type varies by dataset: regression for continuous measurements (e.g., permeability, clearance, half-life) or binary classification for categorical outcomes (e.g., BBB penetration, CYP inhibition). For this dataset (solubility_aqsoldb), we predict Y.. Dataset: Aqueous solubility values for 9,982 compounds from the AqSolDB database (1) The compound is CC1(C)[C@@H](C=C(Br)Br)[C@H]1C(=O)O[C@H](C#N)c1cccc(Oc2ccccc2)c1. The Y is -8.40 log mol/L. (2) The molecule is CC(C)(c1cc(Br)c(OCC(Br)CBr)c(Br)c1)c1cc(Br)c(OCC(Br)CBr)c(Br)c1. The Y is -9.82 log mol/L. (3) The molecule is CCCCCCCCCCCCCCCCc1c(Oc2ccccc2S(=O)(=O)[O-])cccc1S(=O)(=O)[O-].[Na+].[Na+]. The Y is 0.223 log mol/L.